This data is from Full USPTO retrosynthesis dataset with 1.9M reactions from patents (1976-2016). The task is: Predict the reactants needed to synthesize the given product. (1) Given the product [CH2:10]([O:12][C:13](=[O:22])[C:14]1[C:19]([O:9][C:3]2[CH:8]=[CH:7][CH:6]=[CH:5][CH:4]=2)=[CH:18][C:17]([Cl:21])=[N:16][CH:15]=1)[CH3:11], predict the reactants needed to synthesize it. The reactants are: [H-].[Na+].[C:3]1([OH:9])[CH:8]=[CH:7][CH:6]=[CH:5][CH:4]=1.[CH2:10]([O:12][C:13](=[O:22])[C:14]1[C:19](Cl)=[CH:18][C:17]([Cl:21])=[N:16][CH:15]=1)[CH3:11]. (2) Given the product [CH2:26]([N:17]([C@H:14]1[CH2:15][CH2:16][N:12]([C:10]2[C:9]3[C:4](=[CH:5][CH:6]=[CH:7][CH:8]=3)[N:3]=[C:2]([Cl:1])[N:11]=2)[CH2:13]1)[C:18](=[O:24])[O:19][C:20]([CH3:21])([CH3:23])[CH3:22])[CH2:27][CH2:28][CH3:29], predict the reactants needed to synthesize it. The reactants are: [Cl:1][C:2]1[N:11]=[C:10]([N:12]2[CH2:16][CH2:15][C@H:14]([NH:17][C:18](=[O:24])[O:19][C:20]([CH3:23])([CH3:22])[CH3:21])[CH2:13]2)[C:9]2[C:4](=[CH:5][CH:6]=[CH:7][CH:8]=2)[N:3]=1.Br[CH2:26][CH2:27][CH2:28][CH3:29]. (3) Given the product [ClH:31].[N:37]1[CH:38]=[CH:39][CH:40]=[C:35]([NH:34][C:23]([CH:20]2[CH2:19][CH2:18][C:17](=[CH:16][C:12]3[CH:13]=[CH:14][CH:15]=[C:10]([O:9][C:6]4[CH:5]=[CH:4][C:3]([C:2]([F:27])([F:1])[F:26])=[CH:8][N:7]=4)[CH:11]=3)[CH2:22][CH2:21]2)=[O:24])[CH:36]=1, predict the reactants needed to synthesize it. The reactants are: [F:1][C:2]([F:27])([F:26])[C:3]1[CH:4]=[CH:5][C:6]([O:9][C:10]2[CH:11]=[C:12]([CH:16]=[C:17]3[CH2:22][CH2:21][CH:20]([C:23](O)=[O:24])[CH2:19][CH2:18]3)[CH:13]=[CH:14][CH:15]=2)=[N:7][CH:8]=1.C(Cl)(=O)C([Cl:31])=O.[NH2:34][C:35]1[CH:36]=[N:37][CH:38]=[CH:39][CH:40]=1.C(N(CC)CC)C. (4) Given the product [Br:1][C:2]1[CH:3]=[C:4]2[C:5](=[CH:6][C:7]=1[F:8])[C:11](=[O:12])[CH2:10][CH2:9]2.[Br:1][C:2]1[C:7]([F:8])=[CH:6][CH:5]=[C:4]2[C:3]=1[C:11](=[O:12])[CH2:10][CH2:9]2, predict the reactants needed to synthesize it. The reactants are: [Br:1][C:2]1[CH:3]=[C:4]([CH2:9][CH2:10][C:11](Cl)=[O:12])[CH:5]=[CH:6][C:7]=1[F:8].[Al+3].[Cl-].[Cl-].[Cl-]. (5) The reactants are: [N-:1]=[N+:2]=[N-:3].[Na+].[Br:5][C:6]1[CH:11]=[CH:10][CH:9]=[C:8]([CH2:12]Br)[N:7]=1. Given the product [N:1]([CH2:12][C:8]1[CH:9]=[CH:10][CH:11]=[C:6]([Br:5])[N:7]=1)=[N+:2]=[N-:3], predict the reactants needed to synthesize it. (6) Given the product [CH:15]1([N:14]([CH3:13])[C:7](=[O:8])[C:6]2[CH:10]=[CH:11][CH:12]=[C:4]([N+:1]([O-:3])=[O:2])[CH:5]=2)[CH2:20][CH2:19][CH2:18][CH2:17][CH2:16]1, predict the reactants needed to synthesize it. The reactants are: [N+:1]([C:4]1[CH:5]=[C:6]([CH:10]=[CH:11][CH:12]=1)[C:7](Cl)=[O:8])([O-:3])=[O:2].[CH3:13][NH:14][CH:15]1[CH2:20][CH2:19][CH2:18][CH2:17][CH2:16]1.C(N(CC)C(C)C)(C)C. (7) Given the product [C:14]([NH:1][C@@H:2]1[CH2:6][CH2:5][N:4]([C:7]([O:9][C:10]([CH3:13])([CH3:12])[CH3:11])=[O:8])[CH2:3]1)(=[O:21])[C:15]1[CH:20]=[CH:19][CH:18]=[CH:17][CH:16]=1, predict the reactants needed to synthesize it. The reactants are: [NH2:1][C@@H:2]1[CH2:6][CH2:5][N:4]([C:7]([O:9][C:10]([CH3:13])([CH3:12])[CH3:11])=[O:8])[CH2:3]1.[C:14](O)(=[O:21])[C:15]1[CH:20]=[CH:19][CH:18]=[CH:17][CH:16]=1. (8) Given the product [CH2:1]=[CH:2][C:3](=[CH2:4])[CH3:8].[CH2:1]=[CH:2][C:3]1[CH:8]=[CH:7][CH:6]=[CH:5][CH:4]=1.[CH2:9]=[CH:10][CH:11]=[CH2:12].[CH2:1]=[CH:2][C:3]1[CH:8]=[CH:7][CH:6]=[CH:5][CH:4]=1, predict the reactants needed to synthesize it. The reactants are: [CH2:1]=[CH:2][C:3]1[CH:8]=[CH:7][CH:6]=[CH:5][CH:4]=1.[CH2:9]=[CH:10][C:11](=C)[CH3:12].C=CC=C.